From a dataset of Catalyst prediction with 721,799 reactions and 888 catalyst types from USPTO. Predict which catalyst facilitates the given reaction. (1) Reactant: C[O:2][C:3](=[O:39])[C:4]1[CH:9]=[CH:8][CH:7]=[C:6]([NH:10][C:11]([N:13]([C:29]2[CH:34]=[CH:33][C:32]([C:35]([CH3:38])([CH3:37])[CH3:36])=[CH:31][CH:30]=2)[CH2:14][C:15]2[CH:20]=[CH:19][C:18]([C:21](=[O:28])[NH:22][C:23]3[N:24]=[N:25][NH:26][N:27]=3)=[CH:17][CH:16]=2)=[O:12])[CH:5]=1.C[Si](C)(C)[O-].[K+]. Product: [C:35]([C:32]1[CH:31]=[CH:30][C:29]([N:13]([CH2:14][C:15]2[CH:20]=[CH:19][C:18]([C:21](=[O:28])[NH:22][C:23]3[N:24]=[N:25][NH:26][N:27]=3)=[CH:17][CH:16]=2)[C:11](=[O:12])[NH:10][C:6]2[CH:5]=[C:4]([CH:9]=[CH:8][CH:7]=2)[C:3]([OH:39])=[O:2])=[CH:34][CH:33]=1)([CH3:38])([CH3:36])[CH3:37]. The catalyst class is: 1. (2) Reactant: [CH3:1][C:2]1[CH:7]=[CH:6][C:5]([CH3:8])=[CH:4][C:3]=1[O:9][C:10]1[N:15]=[CH:14][C:13]([NH:16][C:17](=[O:28])[C@H:18]([NH:20]C(=O)OC(C)(C)C)[CH3:19])=[CH:12][CH:11]=1.C(O)(C(F)(F)F)=O. Product: [CH3:1][C:2]1[CH:7]=[CH:6][C:5]([CH3:8])=[CH:4][C:3]=1[O:9][C:10]1[N:15]=[CH:14][C:13]([NH:16][C:17](=[O:28])[C@@H:18]([CH3:19])[NH2:20])=[CH:12][CH:11]=1. The catalyst class is: 4. (3) Reactant: [F:1][C:2]1[CH:23]=[CH:22][CH:21]=[C:20]([F:24])[C:3]=1[CH2:4][O:5][C:6]1[C:7]2[N:8]([C:13]([C:17](O)=[O:18])=[C:14]([CH3:16])[N:15]=2)[CH:9]=[C:10]([CH3:12])[CH:11]=1.CN(C(ON1N=NC2C=CC=NC1=2)=[N+](C)C)C.F[P-](F)(F)(F)(F)F.C(N(CC)C(C)C)(C)C.[C:58]([O:62][C:63](=[O:70])[NH:64][CH:65]1[CH2:68][CH2:67][CH:66]1[NH2:69])([CH3:61])([CH3:60])[CH3:59]. Product: [F:1][C:2]1[CH:23]=[CH:22][CH:21]=[C:20]([F:24])[C:3]=1[CH2:4][O:5][C:6]1[C:7]2[N:8]([C:13]([C:17]([NH:69][CH:66]3[CH2:67][CH2:68][CH:65]3[NH:64][C:63](=[O:70])[O:62][C:58]([CH3:60])([CH3:59])[CH3:61])=[O:18])=[C:14]([CH3:16])[N:15]=2)[CH:9]=[C:10]([CH3:12])[CH:11]=1. The catalyst class is: 18. (4) Reactant: [C:1]([C:7]1[C:8]([OH:26])=[C:9]([CH3:25])[C:10]2[C:15]([CH:16]=1)=[C:14]([CH3:17])[C:13]([OH:18])=[C:12]([C:19]#[C:20][CH2:21][CH2:22][CH2:23][CH3:24])[CH:11]=2)#[C:2][CH2:3][CH2:4][CH2:5][CH3:6].N1C=CC=CC=1.[F:33][C:34]([F:47])([F:46])[S:35](O[S:35]([C:34]([F:47])([F:46])[F:33])(=[O:37])=[O:36])(=[O:37])=[O:36].Cl. Product: [F:33][C:34]([F:47])([F:46])[S:35]([O:26][C:8]1[C:7]([C:1]#[C:2][CH2:3][CH2:4][CH2:5][CH3:6])=[CH:16][C:15]2[C:10](=[CH:11][C:12]([C:19]#[C:20][CH2:21][CH2:22][CH2:23][CH3:24])=[C:13]([O:18][S:35]([C:34]([F:33])([F:46])[F:47])(=[O:36])=[O:37])[C:14]=2[CH3:17])[C:9]=1[CH3:25])(=[O:37])=[O:36]. The catalyst class is: 46. (5) Reactant: [NH:1]1[CH:5]=[CH:4][N:3]=[CH:2]1.[H-].[Na+].[CH2:8]([O:10][CH2:11]Cl)[CH3:9]. Product: [CH2:8]([O:10][CH2:11][N:1]1[CH:5]=[CH:4][N:3]=[CH:2]1)[CH3:9]. The catalyst class is: 16.